From a dataset of Catalyst prediction with 721,799 reactions and 888 catalyst types from USPTO. Predict which catalyst facilitates the given reaction. (1) Reactant: [CH2:1]([O:8][C:9]([N:11]([CH2:20][C:21]1[N:26]=[C:25]([C:27]([O:29]CC)=[O:28])[CH:24]=[CH:23][CH:22]=1)[CH2:12][C:13]([O:15][C:16]([CH3:19])([CH3:18])[CH3:17])=[O:14])=[O:10])[C:2]1[CH:7]=[CH:6][CH:5]=[CH:4][CH:3]=1.[OH-].[Na+].Cl. Product: [CH2:1]([O:8][C:9]([N:11]([CH2:20][C:21]1[N:26]=[C:25]([C:27]([OH:29])=[O:28])[CH:24]=[CH:23][CH:22]=1)[CH2:12][C:13]([O:15][C:16]([CH3:19])([CH3:18])[CH3:17])=[O:14])=[O:10])[C:2]1[CH:3]=[CH:4][CH:5]=[CH:6][CH:7]=1. The catalyst class is: 7. (2) Reactant: [NH2:1][C:2]1[CH:7]=[CH:6][CH:5]=[CH:4][CH:3]=1.[CH:8]1[CH2:13][CH2:12][CH:11]=[CH:10][CH:9]=1. Product: [CH:2]1([NH:1][C:8]2[CH:13]=[CH:12][CH:11]=[CH:10][CH:9]=2)[CH2:7][CH2:6][CH2:5][CH:4]=[CH:3]1. The catalyst class is: 1. (3) Reactant: [OH:1][C:2]([C:9](=[O:27])[NH:10][C@@H:11]1[C:17](=[O:18])[NH:16][C:15]2[CH:19]=[CH:20][CH:21]=[CH:22][C:14]=2[C:13]2[CH:23]=[CH:24][CH:25]=[CH:26][C:12]1=2)([CH2:6][CH2:7][CH3:8])[C:3](O)=[O:4].Cl.[F:29][C:30]([F:35])([F:34])[CH2:31][CH2:32]N.O.O[N:38]1C2C=CC=CC=2N=N1.C(N(C(C)C)CC)(C)C.Cl.CN(C)CCCN=C=NCC. Product: [OH:1][C:2]([CH2:6][CH2:7][CH3:8])([C:3]([NH2:38])=[O:4])[C:9]([N:10]([C@@H:11]1[C:17](=[O:18])[NH:16][C:15]2[CH:19]=[CH:20][CH:21]=[CH:22][C:14]=2[C:13]2[CH:23]=[CH:24][CH:25]=[CH:26][C:12]1=2)[CH2:32][CH2:31][C:30]([F:35])([F:34])[F:29])=[O:27]. The catalyst class is: 7. (4) Reactant: [CH2:1]1[CH2:8][CH:7]2[CH2:9][CH:3]([CH2:4][CH2:5][N:6]2[C:10]2C=CC=CC=2)[CH2:2]1.N1[CH:21]=[CH:20][CH2:19][CH2:18][CH2:17]1.[C:22]1([O:28][C:29](Cl)=O)[CH:27]=[CH:26][CH:25]=[CH:24][CH:23]=1.N[C:33](OCC)=O.[OH-].[K+].Br. Product: [CH3:29][O:28][C:22]1[CH:27]=[C:26]([C:3]23[CH2:2][C:1]4[CH:8]=[CH:21][CH:20]=[CH:19][C:18]=4[CH2:17][C:4]2([CH3:33])[CH2:5][N:6]([CH3:10])[CH2:7][CH2:9]3)[CH:25]=[CH:24][CH:23]=1. The catalyst class is: 15. (5) Reactant: [C:1]([O:5][C:6]([N:8]1[CH2:11][C:10](=O)[CH2:9]1)=[O:7])([CH3:4])([CH3:3])[CH3:2].[CH3:13][C:14]1([OH:18])[CH2:17][NH:16][CH2:15]1.C(O[BH-](OC(=O)C)OC(=O)C)(=O)C.[Na+]. The catalyst class is: 26. Product: [C:1]([O:5][C:6]([N:8]1[CH2:11][CH:10]([N:16]2[CH2:17][C:14]([OH:18])([CH3:13])[CH2:15]2)[CH2:9]1)=[O:7])([CH3:4])([CH3:3])[CH3:2]. (6) Reactant: [H][H].[C:3](OC)(=[O:10])/[CH:4]=[CH:5]\[C:6]([O:8][CH3:9])=[O:7].O1CCCC1. Product: [CH2:3]([OH:10])[CH2:4][CH2:5][CH2:6][OH:7].[C:6]1(=[O:7])[O:8][CH2:9][CH2:4][CH2:5]1. The catalyst class is: 6.